From a dataset of Forward reaction prediction with 1.9M reactions from USPTO patents (1976-2016). Predict the product of the given reaction. (1) Given the reactants C(NC(C)C)(C)C.C([Li])CCC.[CH3:13][N:14]1[C:18]([S:19][CH3:20])=[CH:17][C:16]([CH2:21][C:22]([O:24][CH3:25])=[O:23])=[N:15]1.I[CH2:27][CH:28]1[CH2:33][CH2:32][O:31][CH2:30][CH2:29]1.C(O)(=O)CC(CC(O)=O)(C(O)=O)O, predict the reaction product. The product is: [CH3:13][N:14]1[C:18]([S:19][CH3:20])=[CH:17][C:16]([CH:21]([CH2:27][CH:28]2[CH2:33][CH2:32][O:31][CH2:30][CH2:29]2)[C:22]([O:24][CH3:25])=[O:23])=[N:15]1. (2) Given the reactants [Cl:1][C:2]1[CH:3]=[C:4]2[C:8](=[CH:9][CH:10]=1)[NH:7][C:6]([C:11]([NH:13][C@H:14]1[CH2:19][CH2:18][C@H:17]([C:20]([O:22]CC)=[O:21])[CH2:16][C@H:15]1[NH:25][C:26]([C:28]1[S:29][C:30]3[CH2:31][N:32]([CH3:37])[CH2:33][CH2:34][C:35]=3[N:36]=1)=[O:27])=[O:12])=[CH:5]2.C(O)C.[OH-].[Na+].Cl, predict the reaction product. The product is: [Cl:1][C:2]1[CH:3]=[C:4]2[C:8](=[CH:9][CH:10]=1)[NH:7][C:6]([C:11]([NH:13][C@H:14]1[CH2:19][CH2:18][C@H:17]([C:20]([OH:22])=[O:21])[CH2:16][C@H:15]1[NH:25][C:26]([C:28]1[S:29][C:30]3[CH2:31][N:32]([CH3:37])[CH2:33][CH2:34][C:35]=3[N:36]=1)=[O:27])=[O:12])=[CH:5]2. (3) Given the reactants [CH2:1]([CH:3]([CH2:16][CH2:17][CH2:18][CH3:19])[CH2:4][C:5]1[CH:10]=[CH:9][C:8]([C:11]2[CH:15]=[CH:14][S:13][CH:12]=2)=[CH:7][CH:6]=1)[CH3:2].C1C(=O)N([Br:27])C(=O)C1.O, predict the reaction product. The product is: [Br:27][C:12]1[S:13][CH:14]=[CH:15][C:11]=1[C:8]1[CH:9]=[CH:10][C:5]([CH2:4][CH:3]([CH2:1][CH3:2])[CH2:16][CH2:17][CH2:18][CH3:19])=[CH:6][CH:7]=1. (4) Given the reactants [C:1]([C:3]1[CH:4]=[C:5]2[CH:14]=[CH:13][CH:12]=[C:11]3[C:6]2=[C:7]([CH:27]=1)[C:8](=[O:26])[N:9]([CH2:16][CH2:17][CH2:18][C:19]([O:21][C:22]([CH3:25])([CH3:24])[CH3:23])=[O:20])[C:10]3=[O:15])#[N:2].[N-:28]=[N+:29]=[N-:30].[Na+].[NH4+].[Cl-], predict the reaction product. The product is: [O:15]=[C:10]1[C:11]2[C:6]3[C:5](=[CH:4][C:3]([C:1]4[NH:30][N:29]=[N:28][N:2]=4)=[CH:27][C:7]=3[C:8](=[O:26])[N:9]1[CH2:16][CH2:17][CH2:18][C:19]([O:21][C:22]([CH3:23])([CH3:24])[CH3:25])=[O:20])[CH:14]=[CH:13][CH:12]=2. (5) The product is: [OH:1][C:2]1[CH:3]=[CH:4][C:5]([CH:8]2[CH2:9][CH2:10][CH:11]([CH2:14][C:15]([O:17][CH3:18])=[O:16])[CH2:12][CH2:13]2)=[CH:6][CH:7]=1. Given the reactants [OH:1][C:2]1[CH:7]=[CH:6][C:5]([CH:8]2[CH2:13][CH2:12][C:11](=[CH:14][C:15]([O:17][CH3:18])=[O:16])[CH2:10][CH2:9]2)=[CH:4][CH:3]=1.[H][H], predict the reaction product. (6) Given the reactants [CH:1]1([CH2:4][O:5][C:6]2[C:7]([OH:24])=[C:8]([C:14]3[CH:22]=[CH:21][CH:20]=[C:19]4[C:15]=3[CH2:16][CH2:17][C:18]4=[O:23])[CH:9]=[CH:10][C:11]=2[O:12][CH3:13])[CH2:3][CH2:2]1.C(=O)([O-])[O-].[K+].[K+].Br[CH2:32][C:33]([NH:35][CH2:36][CH2:37][CH3:38])=[O:34], predict the reaction product. The product is: [CH:1]1([CH2:4][O:5][C:6]2[C:11]([O:12][CH3:13])=[CH:10][CH:9]=[C:8]([C:14]3[CH:22]=[CH:21][CH:20]=[C:19]4[C:15]=3[CH2:16][CH2:17][C:18]4=[O:23])[C:7]=2[O:24][CH2:32][C:33]([NH:35][CH2:36][CH2:37][CH3:38])=[O:34])[CH2:3][CH2:2]1. (7) Given the reactants [F:1][C:2]([F:24])([F:23])[C:3]([N:5]1[CH2:11][CH:10]([CH3:12])[C:9]2[CH:13]=[CH:14][C:15]([C:17]3[N:18]([CH3:22])[N:19]=[CH:20][CH:21]=3)=[CH:16][C:8]=2[CH2:7][CH2:6]1)=[O:4].[Br:25]N1C(=O)CCC1=O, predict the reaction product. The product is: [F:24][C:2]([F:1])([F:23])[C:3]([N:5]1[CH2:11][CH:10]([CH3:12])[C:9]2[CH:13]=[CH:14][C:15]([C:17]3[N:18]([CH3:22])[N:19]=[CH:20][C:21]=3[Br:25])=[CH:16][C:8]=2[CH2:7][CH2:6]1)=[O:4]. (8) Given the reactants O[CH2:2][C:3]1[CH:4]=[C:5]([CH:10]=[CH:11][CH:12]=1)[O:6][CH2:7][C:8]#[N:9].S(Cl)([Cl:15])=O, predict the reaction product. The product is: [Cl:15][CH2:2][C:3]1[CH:4]=[C:5]([CH:10]=[CH:11][CH:12]=1)[O:6][CH2:7][C:8]#[N:9]. (9) The product is: [C:45]([O:44][C:43](=[O:49])[NH:42][C:38]1[N:39]=[N:40][CH:41]=[C:36]([C:11]2[C:4]([CH:1]3[CH2:3][CH2:2]3)=[N:5][C:6]([N:21]3[CH2:26][CH2:25][N:24]([C:27](=[O:31])[CH2:28][CH2:29][OH:30])[C@H:23]([CH:32]4[CH2:33][CH2:34]4)[CH2:22]3)=[C:7]([C:8]#[N:9])[CH:10]=2)[CH:37]=1)([CH3:48])([CH3:46])[CH3:47]. Given the reactants [CH:1]1([C:4]2[C:11](B3OC(C)(C)C(C)(C)O3)=[CH:10][C:7]([C:8]#[N:9])=[C:6]([N:21]3[CH2:26][CH2:25][N:24]([C:27](=[O:31])[CH2:28][CH2:29][OH:30])[C@H:23]([CH:32]4[CH2:34][CH2:33]4)[CH2:22]3)[N:5]=2)[CH2:3][CH2:2]1.Cl[C:36]1[CH:37]=[C:38]([NH:42][C:43](=[O:49])[O:44][C:45]([CH3:48])([CH3:47])[CH3:46])[N:39]=[N:40][CH:41]=1.[F-].[Cs+], predict the reaction product. (10) Given the reactants [C:1]1([N:7]2[C:11]([C:12]3[S:13][CH:14]=[CH:15][CH:16]=3)=[CH:10][C:9]([CH2:17][CH2:18][CH:19]=O)=[N:8]2)[CH:6]=[CH:5][CH:4]=[CH:3][CH:2]=1.[CH3:21][CH:22]1[CH2:27][NH:26][CH2:25][CH2:24][N:23]1[C:28]1[CH:29]=[C:30]([CH3:34])[CH:31]=[CH:32][CH:33]=1.CCN(C(C)C)C(C)C.[BH-](OC(C)=O)(OC(C)=O)OC(C)=O.[Na+], predict the reaction product. The product is: [CH3:21][CH:22]1[CH2:27][N:26]([CH2:19][CH2:18][CH2:17][C:9]2[CH:10]=[C:11]([C:12]3[S:13][CH:14]=[CH:15][CH:16]=3)[N:7]([C:1]3[CH:6]=[CH:5][CH:4]=[CH:3][CH:2]=3)[N:8]=2)[CH2:25][CH2:24][N:23]1[C:28]1[CH:29]=[C:30]([CH3:34])[CH:31]=[CH:32][CH:33]=1.